This data is from Peptide-MHC class I binding affinity with 185,985 pairs from IEDB/IMGT. The task is: Regression. Given a peptide amino acid sequence and an MHC pseudo amino acid sequence, predict their binding affinity value. This is MHC class I binding data. (1) The peptide sequence is IEEQVNKTM. The MHC is HLA-A26:01 with pseudo-sequence HLA-A26:01. The binding affinity (normalized) is 0.213. (2) The peptide sequence is LYTVKYPNL. The MHC is H-2-Kb with pseudo-sequence H-2-Kb. The binding affinity (normalized) is 0.465. (3) The peptide sequence is AFFLYDRLA. The MHC is HLA-A02:01 with pseudo-sequence HLA-A02:01. The binding affinity (normalized) is 0.0309. (4) The peptide sequence is YSILSPFL. The MHC is H-2-Kb with pseudo-sequence H-2-Kb. The binding affinity (normalized) is 0.419. (5) The peptide sequence is GLIVILFIM. The MHC is HLA-A68:02 with pseudo-sequence HLA-A68:02. The binding affinity (normalized) is 0.332. (6) The peptide sequence is FMVSVSDFR. The MHC is HLA-A68:01 with pseudo-sequence HLA-A68:01. The binding affinity (normalized) is 1.00.